This data is from HIV replication inhibition screening data with 41,000+ compounds from the AIDS Antiviral Screen. The task is: Binary Classification. Given a drug SMILES string, predict its activity (active/inactive) in a high-throughput screening assay against a specified biological target. (1) The result is 0 (inactive). The compound is CSc1nc(N)c2c(n1)N(C)C=NS2(=O)=O. (2) The molecule is CC12OC3(O)C4C5CC(C6C5C3C61)C42. The result is 0 (inactive). (3) The drug is CC1=CC(=C(c2cc(C)c(O)c(Br)c2)c2ccccc2S(=O)(=O)O)C=C(Br)C1=O. The result is 0 (inactive). (4) The molecule is COC(=O)C1CC=C(SC(=O)c2ccccc2)N1C(=O)c1ccccc1. The result is 0 (inactive). (5) The drug is C1CCC(CSSCC2(N3CCCC3)CCCCC2)(N2CCCC2)CC1.[O-][Cl+3]([O-])([O-])O. The result is 0 (inactive). (6) The drug is CC=CC1C=Cc2ccccc2C1(C)C1=NC(C)(C)CO1. The result is 0 (inactive). (7) The drug is CCCC1OP(=O)(N2CC(C)N(P3(=O)OCC(CC)C(CCC)O3)CC2C)OCC1CC. The result is 0 (inactive). (8) The molecule is CC(=O)NC1C(O)OC(CO)C(OC2OC(CO)C(O)C(O)C2NC(=O)NCCCCCCNC(=O)n2cc(F)c(=O)[nH]c2=O)C1O. The result is 0 (inactive). (9) The compound is CC(C)n1c(=O)n(-c2ccccc2)n(C(C)(C)C)c1=O. The result is 0 (inactive).